The task is: Regression. Given a peptide amino acid sequence and an MHC pseudo amino acid sequence, predict their binding affinity value. This is MHC class I binding data.. This data is from Peptide-MHC class I binding affinity with 185,985 pairs from IEDB/IMGT. (1) The peptide sequence is RAIEAQQHL. The MHC is HLA-A68:02 with pseudo-sequence HLA-A68:02. The binding affinity (normalized) is 0.190. (2) The peptide sequence is SPMGKLTFF. The MHC is HLA-B08:01 with pseudo-sequence HLA-B08:01. The binding affinity (normalized) is 0.485. (3) The peptide sequence is DRIREQANSV. The MHC is HLA-B27:05 with pseudo-sequence HLA-B27:05. The binding affinity (normalized) is 0.161. (4) The binding affinity (normalized) is 0. The peptide sequence is RIIRPDYFT. The MHC is HLA-A02:02 with pseudo-sequence HLA-A02:02.